From a dataset of Full USPTO retrosynthesis dataset with 1.9M reactions from patents (1976-2016). Predict the reactants needed to synthesize the given product. Given the product [Cl:1][C:2]1[CH:7]=[CH:6][C:5]([NH:8][S:9]([CH2:12][CH2:13][CH3:14])(=[O:11])=[O:10])=[C:4]([F:15])[C:3]=1[NH:16][C:17]([NH:19][C:20]1[CH:25]=[C:24]([NH:28][CH3:27])[N:23]=[CH:22][N:21]=1)=[O:18], predict the reactants needed to synthesize it. The reactants are: [Cl:1][C:2]1[CH:7]=[CH:6][C:5]([NH:8][S:9]([CH2:12][CH2:13][CH3:14])(=[O:11])=[O:10])=[C:4]([F:15])[C:3]=1[NH:16][C:17]([NH:19][C:20]1[CH:25]=[C:24](Cl)[N:23]=[CH:22][N:21]=1)=[O:18].[CH3:27][NH2:28].